Dataset: Catalyst prediction with 721,799 reactions and 888 catalyst types from USPTO. Task: Predict which catalyst facilitates the given reaction. (1) Reactant: FC(F)(F)C(O)=O.[CH3:8][O:9][C:10](=[O:35])[C@@H:11]([NH:14][C:15]([C:17]1[S:18][C:19]([C:24](=[O:34])[NH:25][CH2:26][C:27]2[CH:32]=[CH:31][CH:30]=[C:29]([OH:33])[CH:28]=2)=[CH:20][C:21]=1[CH2:22][CH3:23])=[O:16])[CH2:12][NH2:13].C(N(CC)CC)C.CN(C(ON1N=NC2C=CC=CC1=2)=[N+](C)C)C.F[P-](F)(F)(F)(F)F.C1C=CC2N(O)N=NC=2C=1.[S:77]1[CH:81]=[CH:80][CH:79]=[C:78]1[C:82](O)=[O:83]. Product: [CH3:8][O:9][C:10](=[O:35])[C@@H:11]([NH:14][C:15]([C:17]1[S:18][C:19]([C:24](=[O:34])[NH:25][CH2:26][C:27]2[CH:32]=[CH:31][CH:30]=[C:29]([OH:33])[CH:28]=2)=[CH:20][C:21]=1[CH2:22][CH3:23])=[O:16])[CH2:12][NH:13][C:82]([C:78]1[S:77][CH:81]=[CH:80][CH:79]=1)=[O:83]. The catalyst class is: 31. (2) The catalyst class is: 350. Product: [Br:1][C:2]1[CH:12]=[CH:11][CH:10]=[C:4]([O:5][CH2:6][C@H:7]2[CH2:9][O:8]2)[C:3]=1[OH:13]. Reactant: [Br:1][C:2]1[C:3]([O:13]CC2C=CC=CC=2)=[C:4]([CH:10]=[CH:11][CH:12]=1)[O:5][CH2:6][C@H:7]1[CH2:9][O:8]1.C1CCCCC=1. (3) Reactant: [CH2:1]([O:8][C:9]1[C:10](=[O:37])[C:11]([NH:29]C(=O)OC(C)(C)C)=[CH:12][N:13]2[CH2:18][CH2:17][N:16]([CH2:19][C:20]3[CH:25]=[CH:24][C:23]([F:26])=[C:22]([Cl:27])[CH:21]=3)[C:15](=[O:28])[C:14]=12)[C:2]1[CH:7]=[CH:6][CH:5]=[CH:4][CH:3]=1.Cl.O1CCOCC1. Product: [NH2:29][C:11]1[C:10](=[O:37])[C:9]([O:8][CH2:1][C:2]2[CH:3]=[CH:4][CH:5]=[CH:6][CH:7]=2)=[C:14]2[C:15](=[O:28])[N:16]([CH2:19][C:20]3[CH:25]=[CH:24][C:23]([F:26])=[C:22]([Cl:27])[CH:21]=3)[CH2:17][CH2:18][N:13]2[CH:12]=1. The catalyst class is: 12.